Dataset: Reaction yield outcomes from USPTO patents with 853,638 reactions. Task: Predict the reaction yield, written as a fraction of the theoretical maximum amount of product (1.0 means a 100% yield; for example, 0.34 means a 34% yield). (1) The reactants are [CH2:1]([C:5]1[N:9]([C:10]2[CH:15]=[CH:14][C:13]([NH:16][C:17](=O)[O:18]C(C)(C)C)=[CH:12][CH:11]=2)[N:8]=[N:7][C:6]=1[C:24]([NH:26][CH:27]1[CH2:29][CH2:28]1)=[O:25])[CH2:2][CH:3]=[CH2:4].FC(F)(F)C(O)=O.ClC(OC1C=C[C:44]([N+:47]([O-])=O)=[CH:43]C=1)=O.C(N)C. The catalyst is ClCCl.CN(C)C1C=CN=CC=1.O1CCCC1.C(OCC)(=O)C. The product is [CH2:1]([C:5]1[N:9]([C:10]2[CH:11]=[CH:12][C:13]([NH:16][C:17]([NH:47][CH2:44][CH3:43])=[O:18])=[CH:14][CH:15]=2)[N:8]=[N:7][C:6]=1[C:24]([NH:26][CH:27]1[CH2:29][CH2:28]1)=[O:25])[CH2:2][CH:3]=[CH2:4]. The yield is 0.730. (2) The reactants are [CH3:1][O:2][C:3]([C@@H:5]1[CH2:9][C@@H:8](O)[CH2:7][N:6]1[C:11]([O:13][C:14]([CH3:17])([CH3:16])[CH3:15])=[O:12])=[O:4].C(Cl)[Cl:19].C1(P(C2C=CC=CC=2)C2C=CC=CC=2)C=CC=CC=1.C(Cl)(Cl)(Cl)Cl. The product is [CH3:1][O:2][C:3]([C@@H:5]1[CH2:9][C@H:8]([Cl:19])[CH2:7][N:6]1[C:11]([O:13][C:14]([CH3:17])([CH3:16])[CH3:15])=[O:12])=[O:4]. The catalyst is CCCCCCC. The yield is 0.890. (3) The reactants are [CH2:1]([O:4][C:5]1[CH:10]=[CH:9][C:8]([C:11]([F:14])([F:13])[F:12])=[CH:7][C:6]=1[C:15]1[S:19][C:18]([NH:20][C:21](=[O:30])[C:22]2[C:27]([F:28])=[CH:26][CH:25]=[CH:24][C:23]=2[F:29])=[N:17][C:16]=1C(OC)=O)[CH:2]=[CH2:3].[OH-].[Na+]. The catalyst is CO. The product is [CH2:1]([O:4][C:5]1[CH:10]=[CH:9][C:8]([C:11]([F:14])([F:12])[F:13])=[CH:7][C:6]=1[C:15]1[S:19][C:18]([NH:20][C:21](=[O:30])[C:22]2[C:23]([F:29])=[CH:24][CH:25]=[CH:26][C:27]=2[F:28])=[N:17][CH:16]=1)[CH:2]=[CH2:3]. The yield is 0.300. (4) The reactants are [CH3:1][C:2]1[O:6][N:5]=[C:4]([C:7]2[CH:12]=[CH:11][CH:10]=[CH:9][CH:8]=2)[C:3]=1[CH2:13][O:14][C:15]1[N:20]=[CH:19][C:18]([C:21]([NH:23][CH:24]2[CH2:29][CH2:28][CH2:27][N:26]([CH2:30][C:31]([OH:33])=O)[CH2:25]2)=[O:22])=[CH:17][CH:16]=1.[CH:34]1([NH2:37])[CH2:36][CH2:35]1. No catalyst specified. The product is [CH:34]1([NH:37][C:31]([CH2:30][N:26]2[CH2:27][CH2:28][CH2:29][CH:24]([NH:23][C:21](=[O:22])[C:18]3[CH:17]=[CH:16][C:15]([O:14][CH2:13][C:3]4[C:4]([C:7]5[CH:8]=[CH:9][CH:10]=[CH:11][CH:12]=5)=[N:5][O:6][C:2]=4[CH3:1])=[N:20][CH:19]=3)[CH2:25]2)=[O:33])[CH2:36][CH2:35]1. The yield is 0.630. (5) The reactants are [BH4-].[Na+].[C:3]1([S:9]([N:12]2[C:20]3[C:15](=[CH:16][C:17]([C:21](=O)[CH3:22])=[CH:18][CH:19]=3)[CH2:14][CH2:13]2)(=[O:11])=[O:10])[CH:8]=[CH:7][CH:6]=[CH:5][CH:4]=1.O.[OH-].[Na+]. The catalyst is C(O)(C(F)(F)F)=O. The product is [CH2:21]([C:17]1[CH:16]=[C:15]2[C:20](=[CH:19][CH:18]=1)[N:12]([S:9]([C:3]1[CH:8]=[CH:7][CH:6]=[CH:5][CH:4]=1)(=[O:11])=[O:10])[CH2:13][CH2:14]2)[CH3:22]. The yield is 0.470. (6) The reactants are Cl[C:2]1[CH:7]=[C:6]([O:8][C:9]2[CH:10]=[CH:11][C:12]([NH2:16])=[N:13][C:14]=2[CH3:15])[CH:5]=[CH:4][N:3]=1.[CH3:17][C:18]1[CH:23]=[C:22](B2OC(C)(C)C(C)(C)O2)[CH:21]=[CH:20][N:19]=1.C(=O)([O-])[O-].[K+].[K+]. The catalyst is O1CCOCC1.O.CCOC(C)=O.C1C=CC([P]([Pd]([P](C2C=CC=CC=2)(C2C=CC=CC=2)C2C=CC=CC=2)([P](C2C=CC=CC=2)(C2C=CC=CC=2)C2C=CC=CC=2)[P](C2C=CC=CC=2)(C2C=CC=CC=2)C2C=CC=CC=2)(C2C=CC=CC=2)C2C=CC=CC=2)=CC=1. The product is [CH3:15][C:14]1[N:13]=[C:12]([NH2:16])[CH:11]=[CH:10][C:9]=1[O:8][C:6]1[CH:5]=[CH:4][N:3]=[C:2]([C:22]2[CH:21]=[CH:20][N:19]=[C:18]([CH3:17])[CH:23]=2)[CH:7]=1. The yield is 0.710. (7) The reactants are [C:1](#[N:8])[C:2]1[CH:7]=[CH:6][CH:5]=[CH:4][CH:3]=1.[Br:9][C:10]1[CH:11]=[C:12]([CH:16]=[CH:17][CH:18]=1)[CH2:13][Mg]Br.[H-].[Al+3].[Li+].[H-].[H-].[H-]. No catalyst specified. The product is [Br:9][C:10]1[CH:11]=[C:12]([CH2:13][CH:1]([NH2:8])[C:2]2[CH:7]=[CH:6][CH:5]=[CH:4][CH:3]=2)[CH:16]=[CH:17][CH:18]=1. The yield is 0.310.